Dataset: Full USPTO retrosynthesis dataset with 1.9M reactions from patents (1976-2016). Task: Predict the reactants needed to synthesize the given product. (1) Given the product [NH4+:9].[OH-:23].[F:1][C:2]1[CH:7]=[CH:6][CH:5]=[C:4]([F:8])[C:3]=1[N:9]1[C:14]2[N:15]=[C:16]([NH:40][CH2:39][CH2:38][CH2:37][N:36]([CH3:41])[CH3:35])[N:17]=[C:18]([C:19]3[CH:20]=[C:21]([CH:26]=[CH:27][C:28]=3[CH3:29])[C:22]([NH:24][CH3:25])=[O:23])[C:13]=2[CH2:12][NH:11][C:10]1=[O:34], predict the reactants needed to synthesize it. The reactants are: [F:1][C:2]1[CH:7]=[CH:6][CH:5]=[C:4]([F:8])[C:3]=1[N:9]1[C:14]2[N:15]=[C:16](S(C)(=O)=O)[N:17]=[C:18]([C:19]3[CH:20]=[C:21]([CH:26]=[CH:27][C:28]=3[CH3:29])[C:22]([NH:24][CH3:25])=[O:23])[C:13]=2[CH2:12][NH:11][C:10]1=[O:34].[CH3:35][N:36]([CH3:41])[CH2:37][CH2:38][CH2:39][NH2:40]. (2) The reactants are: [CH3:1][O:2][C:3]([C:5]1[CH2:6][N:7]([C:21]([O:23][C:24]([CH3:27])([CH3:26])[CH3:25])=[O:22])[CH2:8][CH2:9][C:10]=1[C:11]1[CH:16]=[CH:15][C:14]([O:17][CH2:18][CH2:19][OH:20])=[CH:13][CH:12]=1)=[O:4].[Cl:28][C:29]1[CH:34]=[C:33]([CH3:35])[C:32]([CH3:36])=[CH:31][C:30]=1O.C(P(CCCC)CCCC)CCC. Given the product [CH3:1][O:2][C:3]([C:5]1[CH2:6][N:7]([C:21]([O:23][C:24]([CH3:27])([CH3:26])[CH3:25])=[O:22])[CH2:8][CH2:9][C:10]=1[C:11]1[CH:16]=[CH:15][C:14]([O:17][CH2:18][CH2:19][O:20][C:30]2[CH:31]=[C:32]([CH3:36])[C:33]([CH3:35])=[CH:34][C:29]=2[Cl:28])=[CH:13][CH:12]=1)=[O:4], predict the reactants needed to synthesize it. (3) Given the product [CH3:14][C:12]1([CH3:15])[CH2:11][O:10][C:9]([C:4]2[CH:5]=[CH:6][C:7]([CH3:8])=[C:2]([B:16]3[O:20][C:19]([CH3:22])([CH3:21])[C:18]([CH3:24])([CH3:23])[O:17]3)[CH:3]=2)=[N:13]1, predict the reactants needed to synthesize it. The reactants are: Br[C:2]1[CH:3]=[C:4]([C:9]2[O:10][CH2:11][C:12]([CH3:15])([CH3:14])[N:13]=2)[CH:5]=[CH:6][C:7]=1[CH3:8].[B:16]1([B:16]2[O:20][C:19]([CH3:22])([CH3:21])[C:18]([CH3:24])([CH3:23])[O:17]2)[O:20][C:19]([CH3:22])([CH3:21])[C:18]([CH3:24])([CH3:23])[O:17]1. (4) Given the product [ClH:28].[O:26]=[C:14]1[CH2:15][NH:16][CH2:17][CH2:18][N:13]1[C:8]1[CH:9]=[CH:10][CH:11]=[CH:12][C:7]=1/[CH:6]=[CH:5]/[C:4]([O:3][CH2:1][CH3:2])=[O:27], predict the reactants needed to synthesize it. The reactants are: [CH2:1]([O:3][C:4](=[O:27])/[CH:5]=[CH:6]/[C:7]1[CH:12]=[CH:11][CH:10]=[CH:9][C:8]=1[N:13]1[CH2:18][CH2:17][N:16](C(OC(C)(C)C)=O)[CH2:15][C:14]1=[O:26])[CH3:2].[ClH:28].O1CCOCC1. (5) Given the product [OH:41][CH2:42][CH2:43][CH2:44][C:45]1[CH:50]=[CH:49][C:48]([C:9]2[CH:14]=[CH:13][C:12]([S:15]([C:18]3[CH:19]=[C:20]4[C:25](=[C:26]([CH3:28])[CH:27]=3)[N:24]=[CH:23][C:22]([C:29]([NH2:31])=[O:30])=[C:21]4[NH:32][C:33]3[CH:38]=[CH:37][CH:36]=[C:35]([O:39][CH3:40])[CH:34]=3)(=[O:16])=[O:17])=[CH:11][CH:10]=2)=[CH:47][CH:46]=1, predict the reactants needed to synthesize it. The reactants are: OCC1C=CC([C:9]2[CH:14]=[CH:13][C:12]([S:15]([C:18]3[CH:19]=[C:20]4[C:25](=[C:26]([CH3:28])[CH:27]=3)[N:24]=[CH:23][C:22]([C:29]([NH2:31])=[O:30])=[C:21]4[NH:32][C:33]3[CH:38]=[CH:37][CH:36]=[C:35]([O:39][CH3:40])[CH:34]=3)(=[O:17])=[O:16])=[CH:11][CH:10]=2)=CC=1.[OH:41][CH2:42][CH2:43][CH2:44][C:45]1[CH:50]=[CH:49][C:48](B(O)O)=[CH:47][CH:46]=1. (6) Given the product [F:10][C:9]([F:12])([F:11])[C:8]([C:4]1[CH:3]=[C:2]([C:18]([O:36][CH3:37])=[O:58])[CH:7]=[N:6][CH:5]=1)([OH:14])[CH3:13], predict the reactants needed to synthesize it. The reactants are: Br[C:2]1[CH:3]=[C:4]([C:8]([OH:14])([CH3:13])[C:9]([F:12])([F:11])[F:10])[CH:5]=[N:6][CH:7]=1.CC1(C)C2[C:37](=C(P(C3C=CC=CC=3)C3C=CC=CC=3)C=CC=2)[O:36][C:18]2C(P(C3C=CC=CC=3)C3C=CC=CC=3)=CC=CC1=2.C[OH:58].C(N(CC)CC)C. (7) Given the product [NH2:1][C:2]1[CH:3]=[CH:4][C:5]([C:6]([O:8][CH2:9][CH2:12][CH:13]([CH3:14])[CH2:15][CH2:16][CH2:17][CH:18]([CH3:20])[CH3:19])=[O:7])=[CH:10][CH:11]=1, predict the reactants needed to synthesize it. The reactants are: [NH2:1][C:2]1[CH:11]=[CH:10][C:5]([C:6]([O:8][CH3:9])=[O:7])=[CH:4][CH:3]=1.[CH3:12][CH:13]([CH2:15][CH2:16][CH2:17][CH:18]([CH2:20]CO)[CH3:19])[CH3:14].CO. (8) The reactants are: [CH3:1][O:2][C:3]1[CH:10]=[CH:9][C:6](NC)=[CH:5][CH:4]=1.[CH2:11]([N:13]([CH:17](C)C)C(C)C)C.ClC(Cl)([O:23]C(=O)OC(Cl)(Cl)Cl)Cl.[Br:32][C:33]1[CH:38]=[CH:37][C:36]([C:39]([CH:41]2[CH2:46][CH2:45][NH:44][CH2:43][CH2:42]2)=[O:40])=[CH:35][CH:34]=1. Given the product [CH3:1][O:2][C:3]1[CH:4]=[CH:5][C:6]([CH2:17][NH:13][C:11]([N:44]2[CH2:45][CH2:46][CH:41]([C:39](=[O:40])[C:36]3[CH:37]=[CH:38][C:33]([Br:32])=[CH:34][CH:35]=3)[CH2:42][CH2:43]2)=[O:23])=[CH:9][CH:10]=1, predict the reactants needed to synthesize it. (9) Given the product [ClH:33].[NH2:1][C:2]1[CH:7]=[CH:6][CH:5]=[CH:4][C:3]=1[NH:8][C:9](=[O:32])/[CH:10]=[CH:11]/[C:12]1[CH:16]=[CH:15][N:14]([S:17]([C:20]2[CH:25]=[CH:24][C:23]([C:26]3[CH:27]=[N:28][N:29]([CH3:31])[CH:30]=3)=[CH:22][CH:21]=2)(=[O:19])=[O:18])[CH:13]=1, predict the reactants needed to synthesize it. The reactants are: [NH2:1][C:2]1[CH:7]=[CH:6][CH:5]=[CH:4][C:3]=1[NH:8][C:9](=[O:32])/[CH:10]=[CH:11]/[C:12]1[CH:16]=[CH:15][N:14]([S:17]([C:20]2[CH:25]=[CH:24][C:23]([C:26]3[CH:27]=[N:28][N:29]([CH3:31])[CH:30]=3)=[CH:22][CH:21]=2)(=[O:19])=[O:18])[CH:13]=1.[ClH:33]. (10) Given the product [CH3:1][O:2][C:3]([C:5]1[N:6]=[C:7]([CH:16]2[CH2:18][CH2:17]2)[C:8]2[C:13]([CH:14]=1)=[CH:12][CH:11]=[CH:10][CH:9]=2)=[O:4], predict the reactants needed to synthesize it. The reactants are: [CH3:1][O:2][C:3]([C:5]1[N:6]=[C:7](Cl)[C:8]2[C:13]([CH:14]=1)=[CH:12][CH:11]=[CH:10][CH:9]=2)=[O:4].[CH:16]1(B(O)O)[CH2:18][CH2:17]1.P([O-])([O-])([O-])=O.[K+].[K+].[K+].